This data is from HIV replication inhibition screening data with 41,000+ compounds from the AIDS Antiviral Screen. The task is: Binary Classification. Given a drug SMILES string, predict its activity (active/inactive) in a high-throughput screening assay against a specified biological target. The molecule is COC(=O)c1oc([N+](=O)[O-])c(-c2ccccc2)c1-c1ccccc1. The result is 0 (inactive).